Dataset: Catalyst prediction with 721,799 reactions and 888 catalyst types from USPTO. Task: Predict which catalyst facilitates the given reaction. (1) The catalyst class is: 4. Product: [CH3:19][S:20]([O:1][CH2:2][CH2:3][CH2:4][C:5]1[CH:10]=[CH:9][CH:8]=[C:7]([O:11][S:20]([CH3:19])(=[O:22])=[O:21])[CH:6]=1)(=[O:22])=[O:21]. Reactant: [OH:1][CH2:2][CH2:3][CH2:4][C:5]1[CH:6]=[C:7]([OH:11])[CH:8]=[CH:9][CH:10]=1.CCN(CC)CC.[CH3:19][S:20](Cl)(=[O:22])=[O:21]. (2) Reactant: [CH3:1][N:2]([CH3:16])[CH:3]1[CH2:11][C:10]2[C:5](=[CH:6][C:7]([N+:13]([O-:15])=O)=[C:8]([NH2:12])[CH:9]=2)[CH2:4]1.[N:17]#[C:18][NH2:19].[CH]Cl.[OH-].[Na+]. Product: [CH3:16][N:2]([CH3:1])[CH:3]1[CH2:11][C:10]2[C:5](=[CH:6][C:7]3[N+:13]([O-:15])=[N:17][C:18]([NH2:19])=[N:12][C:8]=3[CH:9]=2)[CH2:4]1. The catalyst class is: 6. (3) Reactant: [N:1]1[CH:6]=[CH:5][CH:4]=[CH:3][C:2]=1[SH:7].C(N(CC)CC)C.[C:15]([C:17]1[CH:25]=[CH:24][C:20]([C:21](Cl)=[O:22])=[CH:19][CH:18]=1)#[N:16]. Product: [C:15]([C:17]1[CH:25]=[CH:24][C:20]([C:21](=[O:22])[S:7][C:2]2[CH:3]=[CH:4][CH:5]=[CH:6][N:1]=2)=[CH:19][CH:18]=1)#[N:16]. The catalyst class is: 7. (4) Reactant: [Cl:1][C:2]1[N:7]=[C:6]([NH:8][CH:9]([CH2:12][CH3:13])[CH2:10][CH3:11])[C:5]([N+:14]([O-])=O)=[CH:4][N:3]=1.[Sn](Cl)Cl.Cl. Product: [Cl:1][C:2]1[N:7]=[C:6]([NH:8][CH:9]([CH2:12][CH3:13])[CH2:10][CH3:11])[C:5]([NH2:14])=[CH:4][N:3]=1. The catalyst class is: 14.